Dataset: Peptide-MHC class II binding affinity with 134,281 pairs from IEDB. Task: Regression. Given a peptide amino acid sequence and an MHC pseudo amino acid sequence, predict their binding affinity value. This is MHC class II binding data. (1) The peptide sequence is SGMAEATSLDTMAQM. The MHC is DRB1_0301 with pseudo-sequence DRB1_0301. The binding affinity (normalized) is 0.255. (2) The peptide sequence is INEPTAAAIAYGLNR. The MHC is HLA-DQA10401-DQB10402 with pseudo-sequence HLA-DQA10401-DQB10402. The binding affinity (normalized) is 0.384. (3) The binding affinity (normalized) is 0.172. The peptide sequence is QDEKDYIDAYVSR. The MHC is HLA-DQA10501-DQB10301 with pseudo-sequence HLA-DQA10501-DQB10301. (4) The peptide sequence is GEIYKRWIILGLNKI. The MHC is DRB1_0405 with pseudo-sequence DRB1_0405. The binding affinity (normalized) is 0.451.